From a dataset of Reaction yield outcomes from USPTO patents with 853,638 reactions. Predict the reaction yield, written as a fraction of the theoretical maximum amount of product (1.0 means a 100% yield; for example, 0.34 means a 34% yield). (1) The reactants are [F:1][C:2]1[CH:10]=[CH:9][C:8]([CH2:11][C:12]2[C:21]3[C:16](=[CH:17][CH:18]=[CH:19][CH:20]=3)[C:15](=[O:22])[NH:14][N:13]=2)=[CH:7][C:3]=1[C:4](O)=[O:5].F[P-](F)(F)(F)(F)F.N1(OC(N(C)C)=[N+](C)C)C2C=CC=CC=2N=N1.C(N(C(C)C)C(C)C)C.[CH:56]1([O:60][CH:61]2[CH2:66][CH2:65][NH:64][CH2:63][CH2:62]2)[CH2:59][CH2:58][CH2:57]1. The catalyst is CN(C)C=O. The product is [CH:56]1([O:60][CH:61]2[CH2:66][CH2:65][N:64]([C:4]([C:3]3[CH:7]=[C:8]([CH:9]=[CH:10][C:2]=3[F:1])[CH2:11][C:12]3[C:21]4[C:16](=[CH:17][CH:18]=[CH:19][CH:20]=4)[C:15](=[O:22])[NH:14][N:13]=3)=[O:5])[CH2:63][CH2:62]2)[CH2:59][CH2:58][CH2:57]1. The yield is 0.0582. (2) The reactants are P12(SP3(SP(SP(S3)(S1)=S)(=S)S2)=S)=[S:2].C([O-])([O-])=O.[Na+].[Na+].[O:21]=[C:22]1[N:30]([CH2:31][CH2:32][CH3:33])[C:29]2[N:28]=[C:27]([C:34]34[CH2:41][CH2:40][C:37]([CH2:42][CH2:43][C:44]([NH2:46])=O)([CH2:38][CH2:39]3)[CH2:36][CH2:35]4)[NH:26][C:25]=2[C:24](=[O:47])[N:23]1[CH2:48][CH2:49][CH3:50]. The catalyst is C1COCC1. The product is [O:21]=[C:22]1[N:30]([CH2:31][CH2:32][CH3:33])[C:29]2[N:28]=[C:27]([C:34]34[CH2:41][CH2:40][C:37]([CH2:42][CH2:43][C:44]([NH2:46])=[S:2])([CH2:38][CH2:39]3)[CH2:36][CH2:35]4)[NH:26][C:25]=2[C:24](=[O:47])[N:23]1[CH2:48][CH2:49][CH3:50]. The yield is 0.550. (3) The reactants are C(NC(C)C)(C)C.[Br:8][C:9]1[CH:14]=[CH:13][CH:12]=[C:11]([CH3:15])[N:10]=1.Br[CH2:17][CH:18]([CH3:20])[CH3:19].O. The catalyst is C1COCC1. The product is [Br:8][C:9]1[CH:14]=[CH:13][CH:12]=[C:11]([CH2:15][CH2:17][CH:18]([CH3:20])[CH3:19])[N:10]=1. The yield is 0.360. (4) The yield is 0.260. The reactants are C[O:2][C:3]([C:5]1([NH:12][C:13]([C:15]2[CH:34]=[CH:33][C:18]3[N:19]([CH:28]([CH2:31][CH3:32])[CH2:29][CH3:30])[C:20]([CH2:22][C:23]4[S:24][CH:25]=[CH:26][CH:27]=4)=[N:21][C:17]=3[CH:16]=2)=[O:14])[CH2:11][CH2:10][CH2:9][CH2:8][CH2:7][CH2:6]1)=[O:4].C1COCC1.[OH-].[Na+].Cl. The product is [CH2:29]([CH:28]([N:19]1[C:18]2[CH:33]=[CH:34][C:15]([C:13]([NH:12][C:5]3([C:3]([OH:4])=[O:2])[CH2:11][CH2:10][CH2:9][CH2:8][CH2:7][CH2:6]3)=[O:14])=[CH:16][C:17]=2[N:21]=[C:20]1[CH2:22][C:23]1[S:24][CH:25]=[CH:26][CH:27]=1)[CH2:31][CH3:32])[CH3:30]. The catalyst is C(O)C. (5) The reactants are [CH3:1][N:2]([S:23]([C:26]1[CH:31]=[CH:30][CH:29]=[CH:28][C:27]=1[C:32]([F:35])([F:34])[F:33])(=[O:25])=[O:24])[C:3]1[CH:4]=[CH:5][CH:6]=[C:7]2[C:11]=1[NH:10][C:9]([C:12]1[S:13][CH:14]([CH2:17][C:18]([O:20]CC)=[O:19])[CH2:15][N:16]=1)=[CH:8]2.[OH-].[K+].C(O)(=O)CC(CC(O)=O)(C(O)=O)O. The product is [CH3:1][N:2]([S:23]([C:26]1[CH:31]=[CH:30][CH:29]=[CH:28][C:27]=1[C:32]([F:35])([F:34])[F:33])(=[O:25])=[O:24])[C:3]1[CH:4]=[CH:5][CH:6]=[C:7]2[C:11]=1[NH:10][C:9]([C:12]1[S:13][CH:14]([CH2:17][C:18]([OH:20])=[O:19])[CH2:15][N:16]=1)=[CH:8]2. The catalyst is O1CCCC1.CO. The yield is 0.720. (6) The reactants are C([O:5][CH2:6][CH2:7][O:8][NH:9][C:10]([C:12]1[C:13]([NH:23][C:24]2[CH:29]=[CH:28][C:27]([I:30])=[CH:26][C:25]=2[F:31])=[C:14]([F:22])[C:15](=[O:21])[N:16]2[C:20]=1[CH2:19][CH2:18][CH2:17]2)=[O:11])(C)(C)C. The catalyst is C(O)(C(F)(F)F)=O. The product is [F:22][C:14]1[C:15](=[O:21])[N:16]2[C:20](=[C:12]([C:10]([NH:9][O:8][CH2:7][CH2:6][OH:5])=[O:11])[C:13]=1[NH:23][C:24]1[CH:29]=[CH:28][C:27]([I:30])=[CH:26][C:25]=1[F:31])[CH2:19][CH2:18][CH2:17]2. The yield is 0.600. (7) The reactants are [Cl-].O[NH3+:3].[C:4](=[O:7])([O-])[OH:5].[Na+].CS(C)=O.[CH2:13]([C:17]1[N:18]=[C:19]([CH3:48])[N:20]([CH2:39][C:40]2[CH:45]=[CH:44][C:43]([O:46][CH3:47])=[CH:42][CH:41]=2)[C:21](=[O:38])[C:22]=1[CH2:23][C:24]1[CH:29]=[CH:28][C:27]([C:30]2[C:31]([C:36]#[N:37])=[CH:32][CH:33]=[CH:34][CH:35]=2)=[CH:26][CH:25]=1)[CH2:14][CH2:15][CH3:16]. The catalyst is C(OCC)(=O)C. The product is [CH2:13]([C:17]1[N:18]=[C:19]([CH3:48])[N:20]([CH2:39][C:40]2[CH:45]=[CH:44][C:43]([O:46][CH3:47])=[CH:42][CH:41]=2)[C:21](=[O:38])[C:22]=1[CH2:23][C:24]1[CH:25]=[CH:26][C:27]([C:30]2[CH:35]=[CH:34][CH:33]=[CH:32][C:31]=2[C:36]2[NH:3][C:4](=[O:7])[O:5][N:37]=2)=[CH:28][CH:29]=1)[CH2:14][CH2:15][CH3:16]. The yield is 0.540.